Predict the reactants needed to synthesize the given product. From a dataset of Full USPTO retrosynthesis dataset with 1.9M reactions from patents (1976-2016). (1) Given the product [CH2:1]([C:3]1[N:4]2[CH2:9][CH2:10][NH:11][CH:22]([CH2:21][CH2:20][C:17]3[CH:18]=[CH:19][C:14]([C:13]([F:12])([F:24])[F:25])=[CH:15][CH:16]=3)[C:5]2=[C:6]([CH3:8])[N:7]=1)[CH3:2], predict the reactants needed to synthesize it. The reactants are: [CH2:1]([C:3]1[N:4]([CH2:9][CH2:10][NH2:11])[CH:5]=[C:6]([CH3:8])[N:7]=1)[CH3:2].[F:12][C:13]([F:25])([F:24])[C:14]1[CH:19]=[CH:18][C:17]([CH2:20][CH2:21][CH:22]=O)=[CH:16][CH:15]=1. (2) Given the product [O:20]1[CH2:21][CH2:22][N:17]([C:2]2[CH:3]=[CH:4][C:5]([CH2:6][CH2:7][OH:8])=[CH:15][CH:16]=2)[CH2:18][CH2:19]1, predict the reactants needed to synthesize it. The reactants are: Br[C:2]1[CH:16]=[CH:15][C:5]([CH2:6][CH2:7][O:8]C2CCCCO2)=[CH:4][CH:3]=1.[NH:17]1[CH2:22][CH2:21][O:20][CH2:19][CH2:18]1.C(P(C(C)(C)C)C1C=CC=CC=1C1C=CC=CC=1)(C)(C)C.CC(C)([O-])C.[Na+]. (3) Given the product [CH3:34][O:33][C:30]1[CH:31]=[CH:32][C:27]([CH2:26][CH2:25][N:5]2[CH2:6][C:7]3[CH:13]=[CH:12][C:11]([C:14]([O:16][CH3:17])=[O:15])=[CH:10][C:8]=3[NH:9][C:3](=[O:2])[CH2:4]2)=[CH:28][CH:29]=1, predict the reactants needed to synthesize it. The reactants are: Cl.[O:2]=[C:3]1[NH:9][C:8]2[CH:10]=[C:11]([C:14]([O:16][CH3:17])=[O:15])[CH:12]=[CH:13][C:7]=2[CH2:6][NH:5][CH2:4]1.C([O-])([O-])=O.[K+].[K+].Br[CH2:25][CH2:26][C:27]1[CH:32]=[CH:31][C:30]([O:33][CH3:34])=[CH:29][CH:28]=1. (4) Given the product [CH:23]1([C:2]2[CH:7]=[C:6]([CH2:8][OH:10])[C:5]([O:12][CH2:13][CH3:14])=[CH:4][C:3]=2[C:15]2[CH:20]=[CH:19][C:18]([F:21])=[CH:17][C:16]=2[F:22])[CH2:25][CH2:24]1, predict the reactants needed to synthesize it. The reactants are: Br[C:2]1[CH:7]=[C:6]([C:8]([O:10]C)=O)[C:5]([O:12][CH2:13][CH3:14])=[CH:4][C:3]=1[C:15]1[CH:20]=[CH:19][C:18]([F:21])=[CH:17][C:16]=1[F:22].[CH:23]1(B(O)O)[CH2:25][CH2:24]1.C1(P(C2CCCCC2)C2C=CC=CC=2C2C(OC)=CC=CC=2OC)CCCCC1.C(=O)([O-])[O-].[Na+].[Na+]. (5) Given the product [CH:31]1([CH2:30][O:27][C:26]([N:10]2[CH2:9][C@H:8]([NH:7][C:6]([O:5][C:1]([CH3:4])([CH3:2])[CH3:3])=[O:25])[C:14](=[O:15])[N:13]([CH2:16][C:17]([F:20])([F:19])[F:18])[C:12]3[CH:21]=[CH:22][CH:23]=[CH:24][C:11]2=3)=[O:28])[CH2:33][CH2:32]1, predict the reactants needed to synthesize it. The reactants are: [C:1]([O:5][C:6](=[O:25])[NH:7][C@@H:8]1[C:14](=[O:15])[N:13]([CH2:16][C:17]([F:20])([F:19])[F:18])[C:12]2[CH:21]=[CH:22][CH:23]=[CH:24][C:11]=2[NH:10][CH2:9]1)([CH3:4])([CH3:3])[CH3:2].[C:26](=[O:28])=[O:27].Br[CH2:30][CH:31]1[CH2:33][CH2:32]1.C(=O)([O-])[O-].[Cs+].[Cs+]. (6) The reactants are: Cl[C:2]1[C:11]([N:12]([CH:14]([CH3:16])[CH3:15])[CH3:13])=[N:10][C:9]2[C:4](=[CH:5][CH:6]=[C:7]([C:17]([O:19][CH3:20])=[O:18])[CH:8]=2)[N:3]=1.[NH:21]1[CH:25]=[C:24](B(O)O)[CH:23]=[N:22]1.[O-]P([O-])([O-])=O.[K+].[K+].[K+]. Given the product [CH:14]([N:12]([CH3:13])[C:11]1[C:2]([C:24]2[CH:25]=[N:21][NH:22][CH:23]=2)=[N:3][C:4]2[C:9]([N:10]=1)=[CH:8][C:7]([C:17]([O:19][CH3:20])=[O:18])=[CH:6][CH:5]=2)([CH3:16])[CH3:15], predict the reactants needed to synthesize it. (7) Given the product [N+:58]([C:61]1[CH:66]=[CH:65][C:64]([N:67]2[CH2:68][CH2:69][CH:70]([NH:73][C:19](=[O:20])[CH2:18][CH2:17][CH2:16][N:13]3[CH2:14][CH2:15][N:10]([C:7]4[CH:8]=[CH:9][C:4]([C:3]([F:23])([F:2])[F:22])=[CH:5][CH:6]=4)[CH2:11][CH2:12]3)[CH2:71][CH2:72]2)=[CH:63][C:62]=1[C:74]([F:77])([F:75])[F:76])([O-:60])=[O:59], predict the reactants needed to synthesize it. The reactants are: [Li+].[F:2][C:3]([F:23])([F:22])[C:4]1[CH:9]=[CH:8][C:7]([N:10]2[CH2:15][CH2:14][N:13]([CH2:16][CH2:17][CH2:18][C:19]([O-])=[O:20])[CH2:12][CH2:11]2)=[CH:6][CH:5]=1.C(N(C(C)C)CC)(C)C.F[P-](F)(F)(F)(F)F.CN(C)C(ON1C2C=CC=CC=2N=N1)=[N+](C)C.Cl.[N+:58]([C:61]1[CH:66]=[CH:65][C:64]([N:67]2[CH2:72][CH2:71][CH:70]([NH2:73])[CH2:69][CH2:68]2)=[CH:63][C:62]=1[C:74]([F:77])([F:76])[F:75])([O-:60])=[O:59]. (8) Given the product [Cl:1][C:2]1[CH:3]=[C:4]2[CH:9]=[C:10]([C:11]3([CH3:14])[CH2:13][CH2:12]3)[NH:8][C:5]2=[CH:6][N:7]=1, predict the reactants needed to synthesize it. The reactants are: [Cl:1][C:2]1[N:7]=[CH:6][C:5]([NH2:8])=[C:4]([C:9]#[C:10][C:11]2([CH3:14])[CH2:13][CH2:12]2)[CH:3]=1.CC([O-])(C)C.[K+]. (9) Given the product [F:1][C:2]1[CH:7]=[C:6]([I:8])[CH:5]=[CH:4][C:3]=1[NH:9][C:10]1[N:11]([CH3:43])[C:12](=[O:42])[C:13]([CH3:41])=[C:14]2[C:19]=1[C:18](=[O:20])[NH:17][C:16](=[O:30])[N:15]2[C:31]1[CH:32]=[C:33]([NH:37][C:38](=[O:40])[CH3:39])[CH:34]=[CH:35][CH:36]=1, predict the reactants needed to synthesize it. The reactants are: [F:1][C:2]1[CH:7]=[C:6]([I:8])[CH:5]=[CH:4][C:3]=1[NH:9][C:10]1[N:11]([CH3:43])[C:12](=[O:42])[C:13]([CH3:41])=[C:14]2[C:19]=1[C:18](=[O:20])[N:17](CC1C=CC(OC)=CC=1)[C:16](=[O:30])[N:15]2[C:31]1[CH:32]=[C:33]([NH:37][C:38](=[O:40])[CH3:39])[CH:34]=[CH:35][CH:36]=1.[Cl-].[Al+3].[Cl-].[Cl-].CO. (10) Given the product [F:1][C:2]1[CH:10]=[CH:9][C:8]([CH2:11][C:12]2[C:21]3[C:16](=[CH:17][CH:18]=[CH:19][CH:20]=3)[C:15](=[O:22])[NH:14][N:13]=2)=[CH:7][C:3]=1[C:4]([N:56]1[CH2:55][CH2:54][N:53]2[C:49]([C:48]([F:63])([F:47])[F:62])=[N:50][C:51]([C:58]([O:60][CH3:61])=[O:59])=[C:52]2[CH2:57]1)=[O:5], predict the reactants needed to synthesize it. The reactants are: [F:1][C:2]1[CH:10]=[CH:9][C:8]([CH2:11][C:12]2[C:21]3[C:16](=[CH:17][CH:18]=[CH:19][CH:20]=3)[C:15](=[O:22])[NH:14][N:13]=2)=[CH:7][C:3]=1[C:4](O)=[O:5].F[P-](F)(F)(F)(F)F.N1(OC(N(C)C)=[N+](C)C)C2C=CC=CC=2N=N1.[F:47][C:48]([F:63])([F:62])[C:49]1[N:53]2[CH2:54][CH2:55][NH:56][CH2:57][C:52]2=[C:51]([C:58]([O:60][CH3:61])=[O:59])[N:50]=1.C(N(CC)C(C)C)(C)C.